This data is from Reaction yield outcomes from USPTO patents with 853,638 reactions. The task is: Predict the reaction yield, written as a fraction of the theoretical maximum amount of product (1.0 means a 100% yield; for example, 0.34 means a 34% yield). (1) The yield is 0.860. The product is [F:12][C:9]1[CH:10]=[C:11]2[C:6](=[CH:7][CH:8]=1)[N:5]([CH3:13])[C:4](=[O:14])[C:3]([C:15]#[N:16])=[C:2]2[N:17]1[CH2:22][CH2:21][NH:20][CH2:19][CH2:18]1. The catalyst is ClCCl. The reactants are Cl[C:2]1[C:11]2[C:6](=[CH:7][CH:8]=[C:9]([F:12])[CH:10]=2)[N:5]([CH3:13])[C:4](=[O:14])[C:3]=1[C:15]#[N:16].[NH:17]1[CH2:22][CH2:21][NH:20][CH2:19][CH2:18]1. (2) The yield is 0.680. The reactants are ClN1C(=O)CCC1=O.[I-:9].[Na+].[CH3:11][O:12][C:13]([C:15]1[NH:19][C:18]2[C:20]([Br:23])=[CH:21][S:22][C:17]=2[CH:16]=1)=[O:14]. The catalyst is CC(C)=O. The product is [CH3:11][O:12][C:13]([C:15]1[NH:19][C:18]2[C:20]([Br:23])=[CH:21][S:22][C:17]=2[C:16]=1[I:9])=[O:14]. (3) The reactants are [ClH:1].[CH3:2][S:3]([C:6]1[CH:11]=[CH:10][C:9]([CH:12]([C:20]2[NH:29][C:23]3=[N:24][CH:25]=[C:26](N)[CH:27]=[C:22]3[CH:21]=2)[CH2:13][CH:14]2[CH2:19][CH2:18][O:17][CH2:16][CH2:15]2)=[CH:8][CH:7]=1)(=[O:5])=[O:4].N([O-])=O.[Na+].[OH-].[Na+]. The catalyst is Cl.O.[Cu]Cl. The product is [Cl:1][C:26]1[CH:27]=[C:22]2[CH:21]=[C:20]([CH:12]([C:9]3[CH:10]=[CH:11][C:6]([S:3]([CH3:2])(=[O:5])=[O:4])=[CH:7][CH:8]=3)[CH2:13][CH:14]3[CH2:19][CH2:18][O:17][CH2:16][CH2:15]3)[NH:29][C:23]2=[N:24][CH:25]=1. The yield is 0.110.